This data is from Full USPTO retrosynthesis dataset with 1.9M reactions from patents (1976-2016). The task is: Predict the reactants needed to synthesize the given product. (1) Given the product [C:18]([C:17]1[CH:20]=[CH:21][C:14]([CH:10]2[CH2:11][CH2:12][CH2:13][N:7]([C:5]([C:4]3[CH:22]=[CH:23][C:24]([CH3:25])=[C:2]([NH:1][C:40](=[O:41])[C:39]4[CH:43]=[CH:44][C:36]([F:35])=[N:37][CH:38]=4)[CH:3]=3)=[O:6])[CH2:8][CH2:9]2)=[CH:15][CH:16]=1)#[N:19], predict the reactants needed to synthesize it. The reactants are: [NH2:1][C:2]1[CH:3]=[C:4]([CH:22]=[CH:23][C:24]=1[CH3:25])[C:5]([N:7]1[CH2:13][CH2:12][CH2:11][CH:10]([C:14]2[CH:21]=[CH:20][C:17]([C:18]#[N:19])=[CH:16][CH:15]=2)[CH2:9][CH2:8]1)=[O:6].C(N(CC)C(C)C)(C)C.[F:35][C:36]1[CH:44]=[CH:43][C:39]([C:40](Cl)=[O:41])=[CH:38][N:37]=1. (2) Given the product [C:47]([O:46][C:44](=[O:45])[CH2:43][N:22]([CH:18]1[CH2:17][CH2:16][C:15]2[C:20](=[CH:21][N:13]([C:6]3[C:5]4[C:10](=[CH:11][CH:12]=[C:3]([O:2][CH3:1])[N:4]=4)[N:9]=[CH:8][CH:7]=3)[N:14]=2)[CH2:19]1)[CH2:23][C:24]1[CH:25]=[CH:26][C:27]2[S:32][CH2:31][C:30](=[O:33])[NH:29][C:28]=2[CH:34]=1)([CH3:50])([CH3:49])[CH3:48], predict the reactants needed to synthesize it. The reactants are: [CH3:1][O:2][C:3]1[N:4]=[C:5]2[C:10](=[CH:11][CH:12]=1)[N:9]=[CH:8][CH:7]=[C:6]2[N:13]1[CH:21]=[C:20]2[C:15]([CH2:16][CH2:17][CH:18]([NH:22][CH2:23][C:24]3[CH:25]=[CH:26][C:27]4[S:32][CH2:31][C:30](=[O:33])[NH:29][C:28]=4[CH:34]=3)[CH2:19]2)=[N:14]1.CCN(CC)CC.Br[CH2:43][C:44]([O:46][C:47]([CH3:50])([CH3:49])[CH3:48])=[O:45].